Dataset: Reaction yield outcomes from USPTO patents with 853,638 reactions. Task: Predict the reaction yield, written as a fraction of the theoretical maximum amount of product (1.0 means a 100% yield; for example, 0.34 means a 34% yield). (1) The reactants are Br[CH2:2][CH2:3][CH2:4][CH2:5][CH2:6][CH2:7][CH2:8][C:9]([OH:11])=[O:10].C([O-])(=[O:14])C.[Na+].[OH-].[K+].S(=O)(=O)(O)O.[Na+].[Cl-]. The catalyst is CN(C=O)C.O.[I-].[Na+]. The product is [OH:14][CH2:2][CH2:3][CH2:4][CH2:5][CH2:6][CH2:7][CH2:8][C:9]([OH:11])=[O:10]. The yield is 0.980. (2) The reactants are [C:1]1([C:7]2[CH:8]=[C:9]3[C:13](=[CH:14][CH:15]=2)[NH:12][C:11](=[O:16])[CH2:10]3)[CH:6]=[CH:5][CH:4]=[CH:3][CH:2]=1.[CH2:17]([N:19]([CH2:35][CH3:36])[CH2:20][CH2:21][CH2:22][NH:23][C:24]([C:26]1[C:30]([CH3:31])=[C:29]([CH:32]=O)[NH:28][C:27]=1[CH3:34])=[O:25])[CH3:18]. No catalyst specified. The product is [CH2:35]([N:19]([CH2:17][CH3:18])[CH2:20][CH2:21][CH2:22][NH:23][C:24]([C:26]1[C:30]([CH3:31])=[C:29]([CH:32]=[C:10]2[C:9]3[C:13](=[CH:14][CH:15]=[C:7]([C:1]4[CH:2]=[CH:3][CH:4]=[CH:5][CH:6]=4)[CH:8]=3)[NH:12][C:11]2=[O:16])[NH:28][C:27]=1[CH3:34])=[O:25])[CH3:36]. The yield is 0.400. (3) The reactants are [CH3:1][C:2]1([CH3:10])[CH2:9][C:7](=O)[CH2:6][C:4](=[O:5])[CH2:3]1.[F:11][C:12]([F:27])([F:26])[C:13]1[CH:18]=[CH:17][C:16]([C:19]2[C:23]([CH:24]=O)=[CH:22][NH:21][N:20]=2)=[CH:15][CH:14]=1.[C:28]([O:34][CH:35]([CH3:37])[CH3:36])(=[O:33])[CH2:29][C:30]([CH3:32])=O.C([O-])(=O)C.[NH4+:42]. The catalyst is C(O)C.C(OCC)(=O)C. The product is [CH3:32][C:30]1[NH:42][C:7]2[CH2:9][C:2]([CH3:1])([CH3:10])[CH2:3][C:4](=[O:5])[C:6]=2[CH:24]([C:23]2[C:19]([C:16]3[CH:17]=[CH:18][C:13]([C:12]([F:27])([F:26])[F:11])=[CH:14][CH:15]=3)=[N:20][NH:21][CH:22]=2)[C:29]=1[C:28]([O:34][CH:35]([CH3:37])[CH3:36])=[O:33]. The yield is 0.780. (4) The reactants are [CH3:1][C:2]1[CH:11]=[CH:10][C:9]2[C:4](=[CH:5][CH:6]=[CH:7][C:8]=2[N:12]2[CH2:17][CH2:16][NH:15][CH2:14][CH2:13]2)[N:3]=1.[Br:18][C:19]1[C:20]([OH:29])=[C:21]([CH2:26][CH:27]=O)[C:22]([F:25])=[CH:23][CH:24]=1.[O-]S([O-])(=O)=O.[Na+].[Na+].C(O[BH-](OC(=O)C)OC(=O)C)(=O)C.[Na+].[NH4+].[Cl-]. The catalyst is C(Cl)Cl. The product is [Br:18][C:19]1[C:20]([OH:29])=[C:21]([CH2:26][CH2:27][N:15]2[CH2:16][CH2:17][N:12]([C:8]3[CH:7]=[CH:6][CH:5]=[C:4]4[C:9]=3[CH:10]=[CH:11][C:2]([CH3:1])=[N:3]4)[CH2:13][CH2:14]2)[C:22]([F:25])=[CH:23][CH:24]=1. The yield is 0.700. (5) The reactants are Br[C:2]1[CH:7]=[CH:6][C:5](/[CH:8]=[CH:9]/[C:10]2[NH:11][CH:12]=[C:13]([C:15]3[CH:20]=[CH:19][C:18]([Cl:21])=[CH:17][C:16]=3[Cl:22])[N:14]=2)=[CH:4][CH:3]=1.[C:23]([C:27]1[CH:32]=[CH:31][C:30](B(O)O)=[CH:29][CH:28]=1)([CH3:26])([CH3:25])[CH3:24]. No catalyst specified. The product is [C:23]([C:27]1[CH:32]=[CH:31][C:30]([C:2]2[CH:7]=[CH:6][C:5](/[CH:8]=[CH:9]/[C:10]3[NH:11][CH:12]=[C:13]([C:15]4[CH:20]=[CH:19][C:18]([Cl:21])=[CH:17][C:16]=4[Cl:22])[N:14]=3)=[CH:4][CH:3]=2)=[CH:29][CH:28]=1)([CH3:26])([CH3:25])[CH3:24]. The yield is 0.420. (6) The reactants are [CH3:1][C:2]1[CH:7]=[C:6]([C:8]([N:10]2[CH2:14][CH2:13][CH2:12][CH:11]2[CH3:15])=[O:9])[C:5]([CH3:16])=[CH:4][C:3]=1[NH:17][C:18]([CH2:20][NH:21][C:22]1[CH:29]=[CH:28][C:25]([C:26]#[N:27])=[CH:24][CH:23]=1)=[O:19].Cl.C([O-])(=O)C.[NH4+:35].ClCl. The catalyst is C(O)C. The product is [CH3:1][C:2]1[CH:7]=[C:6]([C:8]([N:10]2[CH2:14][CH2:13][CH2:12][CH:11]2[CH3:15])=[O:9])[C:5]([CH3:16])=[CH:4][C:3]=1[NH:17][C:18]([CH2:20][NH:21][C:22]1[CH:23]=[CH:24][C:25]([C:26]([NH2:35])=[NH:27])=[CH:28][CH:29]=1)=[O:19]. The yield is 1.00. (7) The reactants are CC1(C)CCCC(C)(C)N1.[Li]CCCC.[B:16](OC(C)C)([O:21]C(C)C)[O:17]C(C)C.[CH:29]1([C:33]2[CH:46]=[CH:45][CH:44]=[C:43]([F:47])[C:34]=2[O:35][Si:36]([C:39]([CH3:42])([CH3:41])[CH3:40])([CH3:38])[CH3:37])[CH2:32][CH2:31][CH2:30]1.C(O)(=O)C. The catalyst is C1COCC1.O. The product is [Si:36]([O:35][C:34]1[C:43]([F:47])=[C:44]([B:16]([OH:21])[OH:17])[CH:45]=[CH:46][C:33]=1[CH:29]1[CH2:30][CH2:31][CH2:32]1)([C:39]([CH3:42])([CH3:40])[CH3:41])([CH3:38])[CH3:37]. The yield is 0.860. (8) The reactants are [F:1][C:2]1[CH:3]=[CH:4][C:5]([CH:9](O)[CH3:10])=[N:6][C:7]=1[CH3:8].C(N(CC)CC)C.CS(Cl)(=O)=O.[N-:24]=[N+:25]=[N-:26].[Na+]. The catalyst is CN(C=O)C.C(Cl)Cl. The product is [N:24]([CH:9]([C:5]1[N:6]=[C:7]([CH3:8])[C:2]([F:1])=[CH:3][CH:4]=1)[CH3:10])=[N+:25]=[N-:26]. The yield is 0.890. (9) The reactants are [CH3:1][C:2]1[N:7]2[N:8]=[C:9]([CH:11]=[CH:12][C:13]3[N:14]=[C:15]4[C:23]5[C:18](=[CH:19][CH:20]=[CH:21][CH:22]=5)[CH2:17][N:16]4[CH:24]=3)[N:10]=[C:6]2[C:5]([CH3:25])=[N:4][CH:3]=1. The catalyst is CO.[Pd]. The product is [CH3:1][C:2]1[N:7]2[N:8]=[C:9]([CH2:11][CH2:12][C:13]3[N:14]=[C:15]4[C:23]5[C:18](=[CH:19][CH:20]=[CH:21][CH:22]=5)[CH2:17][N:16]4[CH:24]=3)[N:10]=[C:6]2[C:5]([CH3:25])=[N:4][CH:3]=1. The yield is 0.360.